From a dataset of Peptide-MHC class I binding affinity with 185,985 pairs from IEDB/IMGT. Regression. Given a peptide amino acid sequence and an MHC pseudo amino acid sequence, predict their binding affinity value. This is MHC class I binding data. (1) The peptide sequence is WTLAKPDFV. The MHC is HLA-A02:19 with pseudo-sequence HLA-A02:19. The binding affinity (normalized) is 0.778. (2) The peptide sequence is ITTESIVIW. The MHC is HLA-B58:01 with pseudo-sequence HLA-B58:01. The binding affinity (normalized) is 0.547. (3) The peptide sequence is IFREIASSMK. The MHC is HLA-A11:01 with pseudo-sequence HLA-A11:01. The binding affinity (normalized) is 0.320. (4) The peptide sequence is TPESANLG. The MHC is Mamu-B03 with pseudo-sequence Mamu-B03. The binding affinity (normalized) is 0. (5) The peptide sequence is EEEEQTLTI. The MHC is HLA-B40:01 with pseudo-sequence HLA-B40:01. The binding affinity (normalized) is 0.572. (6) The MHC is HLA-A02:01 with pseudo-sequence HLA-A02:01. The binding affinity (normalized) is 0.435. The peptide sequence is ILFVVIVGL. (7) The peptide sequence is PPPPLQHPI. The MHC is HLA-B27:03 with pseudo-sequence HLA-B27:03. The binding affinity (normalized) is 0.0847.